From a dataset of Forward reaction prediction with 1.9M reactions from USPTO patents (1976-2016). Predict the product of the given reaction. Given the reactants [Cl:1][C:2]1[CH:7]=[C:6]([CH3:8])[C:5]([N+:9]([O-:11])=[O:10])=[CH:4][N+:3]=1[O-].C([O-])(O)=O.[Na+].O=P(Cl)(Cl)[Cl:20], predict the reaction product. The product is: [Cl:20][C:4]1[C:5]([N+:9]([O-:11])=[O:10])=[C:6]([CH3:8])[CH:7]=[C:2]([Cl:1])[N:3]=1.